Task: Predict the product of the given reaction.. Dataset: Forward reaction prediction with 1.9M reactions from USPTO patents (1976-2016) (1) Given the reactants C([O:3][C:4](=[O:34])[C:5]1[CH:10]=[C:9]([N:11]2[C:15]([CH3:16])=[CH:14][CH:13]=[C:12]2[C:17]2[CH:22]=[C:21]([Cl:23])[CH:20]=[CH:19][C:18]=2[O:24][CH2:25][C:26]2[CH:31]=[CH:30][C:29]([F:32])=[CH:28][C:27]=2[Cl:33])[CH:8]=[N:7][CH:6]=1)C.C(O)C, predict the reaction product. The product is: [Cl:23][C:21]1[CH:20]=[CH:19][C:18]([O:24][CH2:25][C:26]2[CH:31]=[CH:30][C:29]([F:32])=[CH:28][C:27]=2[Cl:33])=[C:17]([C:12]2[N:11]([C:9]3[CH:8]=[N:7][CH:6]=[C:5]([CH:10]=3)[C:4]([OH:34])=[O:3])[C:15]([CH3:16])=[CH:14][CH:13]=2)[CH:22]=1. (2) Given the reactants [Cl:1][C:2]1[CH:7]=[CH:6][C:5]([C:8]2[C:9]([O:24][CH2:25][CH2:26][CH2:27][CH2:28][CH2:29][OH:30])=[N:10][CH:11]=[C:12]([CH:23]=2)[C:13]([NH:15][C@@H:16]2[CH2:21][CH2:20][CH2:19][CH2:18][C@H:17]2[OH:22])=[O:14])=[CH:4][CH:3]=1.C(=O)(O)[O-:32].[Na+].C(=O)([O-])[O-].[K+].[K+].ClN1C(=O)CCC1=O.C(O)(=O)CC(CC(O)=O)(C(O)=O)O, predict the reaction product. The product is: [Cl:1][C:2]1[CH:3]=[CH:4][C:5]([C:8]2[C:9]([O:24][CH2:25][CH2:26][CH2:27][CH2:28][C:29]([OH:32])=[O:30])=[N:10][CH:11]=[C:12]([C:13](=[O:14])[NH:15][C@@H:16]3[CH2:21][CH2:20][CH2:19][CH2:18][C@H:17]3[OH:22])[CH:23]=2)=[CH:6][CH:7]=1.